From a dataset of Reaction yield outcomes from USPTO patents with 853,638 reactions. Predict the reaction yield, written as a fraction of the theoretical maximum amount of product (1.0 means a 100% yield; for example, 0.34 means a 34% yield). (1) The reactants are CS(O[CH2:6][CH:7]1[O:11][C:10]2=[N:12][C:13]([N+:15]([O-:17])=[O:16])=[CH:14][N:9]2[CH2:8]1)(=O)=O.[Br:18][C:19]1[CH:24]=[CH:23][C:22]([C:25]2[O:29][C:28](=[O:30])[NH:27][N:26]=2)=[CH:21][CH:20]=1. No catalyst specified. The product is [Br:18][C:19]1[CH:20]=[CH:21][C:22]([C:25]2[O:29][C:28](=[O:30])[N:27]([CH2:6][CH:7]3[O:11][C:10]4=[N:12][C:13]([N+:15]([O-:17])=[O:16])=[CH:14][N:9]4[CH2:8]3)[N:26]=2)=[CH:23][CH:24]=1. The yield is 0.120. (2) The reactants are [Br:1][C:2]1[CH:7]=[C:6](I)[C:5]([OH:9])=[C:4]([Cl:10])[CH:3]=1.[CH2:11]([OH:15])[CH2:12][C:13]#[CH:14].N1C=CC=CC=1.CN1CCCC1=O. The catalyst is CC(OC)(C)C.[Cu]=O. The product is [Br:1][C:2]1[CH:3]=[C:4]([Cl:10])[C:5]2[O:9][C:13]([CH2:12][CH2:11][OH:15])=[CH:14][C:6]=2[CH:7]=1. The yield is 0.660.